From a dataset of hERG potassium channel inhibition data for cardiac toxicity prediction from Karim et al.. Regression/Classification. Given a drug SMILES string, predict its toxicity properties. Task type varies by dataset: regression for continuous values (e.g., LD50, hERG inhibition percentage) or binary classification for toxic/non-toxic outcomes (e.g., AMES mutagenicity, cardiotoxicity, hepatotoxicity). Dataset: herg_karim. (1) The molecule is NC1=N[C@]2(CO1)c1cc(-c3cccnc3F)ccc1Oc1cnc(N3CC[C@H](F)C3)cc12. The result is 1 (blocker). (2) The molecule is C[C@H](NC(=O)c1cc(S(=O)(=O)N2CCOCC2)ccc1N1CCCCC1)c1cc2ccccc2o1. The result is 1 (blocker). (3) The compound is NC1=NC(c2cccc(-c3cncnc3)c2)(c2ccnc(C(F)(F)F)c2)c2ccccc21. The result is 1 (blocker). (4) The compound is COCCCC(=O)NCCN1CCC[C@@H]1Cn1nc(Cc2ccc(Cl)cc2)c2ccccc2c1=O.Cl.Cl. The result is 1 (blocker). (5) The result is 0 (non-blocker). The drug is CCCCc1nc2cc(C=CC(=O)NO)ccc2n1CCN(CC)CC. (6) The molecule is C[C@H]1[C@H](c2ccc(F)cc2)[C@@H](O[C@H](C)c2cc(C(F)(F)F)cc(C(F)(F)F)c2)CCC(=O)N1C. The result is 1 (blocker). (7) The compound is O=C([O-])c1ccc(-n2cc(C3CC[NH+](CCN4CCNC4=O)CC3)c3cc(Cl)ccc32)cc1. The result is 0 (non-blocker). (8) The drug is CC(=O)C1=NN2c3cc(F)ccc3OC[C@H]2[C@@]1(CCCN1CCNC(=O)CC1)c1ccccc1. The result is 0 (non-blocker). (9) The compound is Cc1nc(C(C)C)n(C2CC3CCC(C2)N3CC[C@H](NC(=O)C2CCC(F)(F)CC2)c2ccccc2)n1. The result is 1 (blocker). (10) The molecule is Cc1c([C@H](C)CN2CCN(C(=O)Cc3ccc(-n4cnnn4)nc3)CC2)ccc2c1COC2=O. The result is 0 (non-blocker).